This data is from Forward reaction prediction with 1.9M reactions from USPTO patents (1976-2016). The task is: Predict the product of the given reaction. (1) Given the reactants [Br:1][CH2:2][CH2:3][CH2:4][CH2:5][CH2:6][CH2:7][CH2:8][CH2:9][CH2:10][CH2:11][CH2:12][CH2:13]O.C1(P(C2C=CC=CC=2)C2C=CC=CC=2)C=CC=CC=1.[C:34]1(=[O:44])[NH:38][C:37](=[O:39])[C:36]2=[CH:40][CH:41]=[CH:42][CH:43]=[C:35]12.N(C(OC(C)C)=O)=NC(OC(C)C)=O, predict the reaction product. The product is: [Br:1][CH2:2][CH2:3][CH2:4][CH2:5][CH2:6][CH2:7][CH2:8][CH2:9][CH2:10][CH2:11][CH2:12][CH2:13][N:38]1[C:37](=[O:39])[C:36]2=[CH:40][CH:41]=[CH:42][CH:43]=[C:35]2[C:34]1=[O:44]. (2) Given the reactants CC(OC([NH:8][C@H:9]([C:16]([NH:18][C@@H:19]([CH2:25][CH2:26][C:27]1[CH:32]=[CH:31][CH:30]=[CH:29][CH:28]=1)/[CH:20]=[CH:21]/[C:22]([OH:24])=O)=[O:17])[CH2:10][C:11]1[S:12][CH:13]=[CH:14][CH:15]=1)=O)(C)C.CN(C(O[N:41]1N=N[C:43]2[CH:44]=CC=N[C:42]1=2)=[N+](C)C)C.F[P-](F)(F)(F)(F)F.CCN(C(C)C)C(C)C.C(N)CC.[C:70]([OH:76])([C:72]([F:75])([F:74])[F:73])=[O:71], predict the reaction product. The product is: [F:73][C:72]([F:75])([F:74])[C:70]([OH:76])=[O:71].[C:27]1([CH2:26][CH2:25][C@H:19]([NH:18][C:16](=[O:17])[C@H:9]([CH2:10][C:11]2[S:12][CH:13]=[CH:14][CH:15]=2)[NH2:8])/[CH:20]=[CH:21]/[C:22]([NH:41][CH2:42][CH2:43][CH3:44])=[O:24])[CH:28]=[CH:29][CH:30]=[CH:31][CH:32]=1. (3) Given the reactants [C:1](=[O:4])([O-])[O-:2].[K+].[K+].[Cl:7][C:8]1[C:16]([Cl:17])=[C:15]2[C:11]([CH2:12][CH:13]([CH:19]([CH3:21])[CH3:20])[C:14]2=O)=[CH:10][C:9]=1O.BrC[C:25]1[CH:32]=[CH:31][C:28]([C:29]#[N:30])=[CH:27][CH:26]=1, predict the reaction product. The product is: [Cl:7][C:8]1[C:16]([Cl:17])=[C:15]2[C:11]([CH2:12][CH:13]([CH:19]([CH3:21])[CH3:20])[CH2:14]2)=[CH:10][C:9]=1[O:2][C:1]([C:25]1[CH:32]=[CH:31][C:28]([C:29]#[N:30])=[CH:27][CH:26]=1)=[O:4].